From a dataset of Catalyst prediction with 721,799 reactions and 888 catalyst types from USPTO. Predict which catalyst facilitates the given reaction. (1) Reactant: [NH2:1][C:2]1[CH:10]=[CH:9][C:5]([C:6]([OH:8])=[O:7])=[C:4]([OH:11])[CH:3]=1.[C:12](O[C:12]([O:14][C:15]([CH3:18])([CH3:17])[CH3:16])=[O:13])([O:14][C:15]([CH3:18])([CH3:17])[CH3:16])=[O:13].[OH-].[Na+].O. Product: [C:15]([O:14][C:12]([NH:1][C:2]1[CH:10]=[CH:9][C:5]([C:6]([OH:8])=[O:7])=[C:4]([OH:11])[CH:3]=1)=[O:13])([CH3:18])([CH3:17])[CH3:16]. The catalyst class is: 684. (2) Reactant: C([O:3][C:4]([C:6]1[C:10]([C:11]2[CH:16]=[CH:15][CH:14]=[CH:13][CH:12]=2)=[N:9][N:8]2[CH2:17][CH2:18][CH2:19][C:7]=12)=[O:5])C.[OH-].[Na+].C(#N)C.Cl. Product: [C:4]([C:6]1[C:10]([C:11]2[CH:16]=[CH:15][CH:14]=[CH:13][CH:12]=2)=[N:9][N:8]2[CH2:17][CH2:18][CH2:19][C:7]=12)([OH:5])=[O:3]. The catalyst class is: 5. (3) Reactant: [NH2:1][C:2]1[CH:9]=[CH:8][C:5]([C:6]#[N:7])=[CH:4][CH:3]=1.C(N(CC)CC)C.[Cl:17][CH2:18][C:19](Cl)=[O:20]. Product: [Cl:17][CH2:18][C:19]([NH:1][C:2]1[CH:9]=[CH:8][C:5]([C:6]#[N:7])=[CH:4][CH:3]=1)=[O:20]. The catalyst class is: 2. (4) Reactant: [NH2:1][C:2]1[CH:15]=[C:14]([F:16])[C:13]([F:17])=[CH:12][C:3]=1[C:4]([NH:6][C:7]([CH3:11])([C:9]#[CH:10])[CH3:8])=[O:5].Cl[CH2:19][CH2:20]Cl.C(=O)C.C(O[BH-](OC(=O)C)OC(=O)C)(=O)C.[Na+]. Product: [CH2:19]([NH:1][C:2]1[CH:15]=[C:14]([F:16])[C:13]([F:17])=[CH:12][C:3]=1[C:4]([NH:6][C:7]([CH3:11])([C:9]#[CH:10])[CH3:8])=[O:5])[CH3:20]. The catalyst class is: 15. (5) Reactant: [C:1]([O:5][C:6]([NH:8][C@H:9]1[CH2:13][CH2:12][NH:11][CH2:10]1)=[O:7])([CH3:4])([CH3:3])[CH3:2].[Cl:14][C:15]1[N:24]=[C:23](Cl)[C:22]2[C:17](=[CH:18][C:19]([O:28][CH3:29])=[C:20]([O:26][CH3:27])[CH:21]=2)[N:16]=1. Product: [C:1]([O:5][C:6](=[O:7])[NH:8][C@H:9]1[CH2:13][CH2:12][N:11]([C:23]2[C:22]3[C:17](=[CH:18][C:19]([O:28][CH3:29])=[C:20]([O:26][CH3:27])[CH:21]=3)[N:16]=[C:15]([Cl:14])[N:24]=2)[CH2:10]1)([CH3:4])([CH3:2])[CH3:3]. The catalyst class is: 8. (6) Reactant: Cl.[NH2:2][C@H:3]([CH2:32][C:33]1[CH:38]=[CH:37][CH:36]=[CH:35][CH:34]=1)[C:4]([N:6]1[CH2:11][CH2:10][CH:9]([N:12]2[C:17](=[O:18])[C@@H:16]3[CH2:19][CH2:20][CH2:21][C@@H:15]3[C:14]([C:22]3[CH:27]=[CH:26][C:25]([O:28][CH3:29])=[C:24]([O:30][CH3:31])[CH:23]=3)=[N:13]2)[CH2:8][CH2:7]1)=[O:5].CCN(C(C)C)C(C)C.[CH:48]1([CH2:51][O:52][C:53]2[CH:61]=[CH:60][C:56]3[O:57][CH2:58][O:59][C:55]=3[C:54]=2[C:62]2[C:63]3[NH:70][CH:69]=[C:68]([C:71](N4C=CN=C4)=[O:72])[C:64]=3[N:65]=[CH:66][N:67]=2)[CH2:50][CH2:49]1. Product: [CH:48]1([CH2:51][O:52][C:53]2[CH:61]=[CH:60][C:56]3[O:57][CH2:58][O:59][C:55]=3[C:54]=2[C:62]2[C:63]3[NH:70][CH:69]=[C:68]([C:71]([NH:2][C@H:3]([CH2:32][C:33]4[CH:38]=[CH:37][CH:36]=[CH:35][CH:34]=4)[C:4]([N:6]4[CH2:11][CH2:10][CH:9]([N:12]5[C:17](=[O:18])[C@@H:16]6[CH2:19][CH2:20][CH2:21][C@@H:15]6[C:14]([C:22]6[CH:27]=[CH:26][C:25]([O:28][CH3:29])=[C:24]([O:30][CH3:31])[CH:23]=6)=[N:13]5)[CH2:8][CH2:7]4)=[O:5])=[O:72])[C:64]=3[N:65]=[CH:66][N:67]=2)[CH2:49][CH2:50]1. The catalyst class is: 2. (7) Reactant: [NH2:1][C:2]1[CH:7]=[CH:6][C:5]([N:8]2[CH2:13][CH2:12][NH:11][CH2:10][CH2:9]2)=[CH:4][CH:3]=1.C(N(CC)CC)C.Cl[C:22]([O:24][CH2:25][C:26]1[CH:31]=[CH:30][CH:29]=[CH:28][CH:27]=1)=[O:23]. Product: [NH2:1][C:2]1[CH:3]=[CH:4][C:5]([N:8]2[CH2:13][CH2:12][N:11]([C:22]([O:24][CH2:25][C:26]3[CH:31]=[CH:30][CH:29]=[CH:28][CH:27]=3)=[O:23])[CH2:10][CH2:9]2)=[CH:6][CH:7]=1. The catalyst class is: 2.